Dataset: Full USPTO retrosynthesis dataset with 1.9M reactions from patents (1976-2016). Task: Predict the reactants needed to synthesize the given product. (1) Given the product [CH2:3]([C@H:10]1[C:15](=[O:16])[N:14]([C@H:17]([CH2:23][CH2:24][CH3:25])[C:18]([OH:20])=[O:19])[C@H:13]([C:26]2[CH:31]=[CH:30][C:29]([Cl:32])=[CH:28][CH:27]=2)[C@H:12]([C:33]2[CH:38]=[CH:37][C:36]([Cl:39])=[CH:35][CH:34]=2)[O:11]1)[C:4]1[CH:5]=[CH:6][CH:7]=[CH:8][CH:9]=1, predict the reactants needed to synthesize it. The reactants are: [OH-].[Li+].[CH2:3]([C@H:10]1[C:15](=[O:16])[N:14]([C@H:17]([CH2:23][CH2:24][CH3:25])[C:18]([O:20]CC)=[O:19])[C@H:13]([C:26]2[CH:31]=[CH:30][C:29]([Cl:32])=[CH:28][CH:27]=2)[C@H:12]([C:33]2[CH:38]=[CH:37][C:36]([Cl:39])=[CH:35][CH:34]=2)[O:11]1)[C:4]1[CH:9]=[CH:8][CH:7]=[CH:6][CH:5]=1.Cl. (2) Given the product [C:36]([O:40][C:41](=[O:50])[NH:42][C:43]1[CH:48]=[CH:47][CH:46]=[CH:45][C:44]=1[NH:49][C:18](=[O:20])/[CH:17]=[CH:16]/[C:13]1[CH:14]=[CH:15][N:11]([S:8]([C:4]2[CH:5]=[CH:6][CH:7]=[C:2]([Br:1])[CH:3]=2)(=[O:9])=[O:10])[CH:12]=1)([CH3:39])([CH3:37])[CH3:38], predict the reactants needed to synthesize it. The reactants are: [Br:1][C:2]1[CH:3]=[C:4]([S:8]([N:11]2[CH:15]=[CH:14][C:13](/[CH:16]=[CH:17]/[C:18]([OH:20])=O)=[CH:12]2)(=[O:10])=[O:9])[CH:5]=[CH:6][CH:7]=1.CN(C=O)C.C1C=CC2N(O)N=NC=2C=1.[C:36]([O:40][C:41](=[O:50])[NH:42][C:43]1[CH:48]=[CH:47][CH:46]=[CH:45][C:44]=1[NH2:49])([CH3:39])([CH3:38])[CH3:37]. (3) Given the product [CH2:11]([O:15][C:16]1[CH:21]=[C:20]([C:2]2[C:8]([F:9])=[CH:7][C:5]([NH2:6])=[CH:4][C:3]=2[F:10])[CH:19]=[CH:18][CH:17]=1)[CH2:12][CH2:13][CH3:14], predict the reactants needed to synthesize it. The reactants are: Br[C:2]1[C:8]([F:9])=[CH:7][C:5]([NH2:6])=[CH:4][C:3]=1[F:10].[CH2:11]([O:15][C:16]1[CH:17]=[C:18](B(O)O)[CH:19]=[CH:20][CH:21]=1)[CH2:12][CH2:13][CH3:14].